This data is from Reaction yield outcomes from USPTO patents with 853,638 reactions. The task is: Predict the reaction yield, written as a fraction of the theoretical maximum amount of product (1.0 means a 100% yield; for example, 0.34 means a 34% yield). (1) The reactants are [CH3:1][N:2]([C:9]1[S:13][C:12]([C:14]2[CH:15]=[N:16][CH:17]=[CH:18][CH:19]=2)=[N:11][C:10]=1[CH3:20])[C:3](=[O:8])[CH2:4][CH2:5][S:6][CH3:7].B1([O-])OO1.[OH2:25].[OH2:26].O.O.[Na+].C([O-])(O)=O.[Na+].ClCCl. The catalyst is C(O)(=O)C. The product is [CH3:7][S:6]([CH2:5][CH2:4][C:3]([N:2]([CH3:1])[C:9]1[S:13][C:12]([C:14]2[CH:15]=[N:16][CH:17]=[CH:18][CH:19]=2)=[N:11][C:10]=1[CH3:20])=[O:8])(=[O:26])=[O:25]. The yield is 0.650. (2) The reactants are Br[C:2]1[C:12]2[O:11][CH2:10][CH2:9][N:8]([C:13]([O:15][C:16]([CH3:19])([CH3:18])[CH3:17])=[O:14])[CH2:7][C:6]=2[CH:5]=[CH:4][CH:3]=1.[CH:20](/B(O)O)=[CH:21]\[CH3:22].C(O)C.C(=O)([O-])[O-].[Na+].[Na+]. The catalyst is C1(C)C=CC=CC=1.C1C=CC([P]([Pd]([P](C2C=CC=CC=2)(C2C=CC=CC=2)C2C=CC=CC=2)([P](C2C=CC=CC=2)(C2C=CC=CC=2)C2C=CC=CC=2)[P](C2C=CC=CC=2)(C2C=CC=CC=2)C2C=CC=CC=2)(C2C=CC=CC=2)C2C=CC=CC=2)=CC=1.O. The product is [CH:20](/[C:2]1[C:12]2[O:11][CH2:10][CH2:9][N:8]([C:13]([O:15][C:16]([CH3:19])([CH3:18])[CH3:17])=[O:14])[CH2:7][C:6]=2[CH:5]=[CH:4][CH:3]=1)=[CH:21]\[CH3:22]. The yield is 0.971. (3) The reactants are [CH3:1][C@@H:2]1[NH:7][C@H:6]([C:8]2[CH:13]=[CH:12][CH:11]=[CH:10][CH:9]=2)[CH2:5][O:4][C:3]1=[O:14].C([O-])([O-])=O.[Na+].[Na+].[C:21](Cl)(=[O:23])[CH3:22]. The catalyst is ClCCl. The product is [C:21]([N:7]1[C@H:6]([C:8]2[CH:13]=[CH:12][CH:11]=[CH:10][CH:9]=2)[CH2:5][O:4][C:3](=[O:14])[C@@H:2]1[CH3:1])(=[O:23])[CH3:22]. The yield is 0.740. (4) The reactants are [CH3:1][O:2][C:3]1[CH:4]=[C:5]2[C:10](=[CH:11][C:12]=1[O:13][CH3:14])[N:9]=[CH:8][N:7]=[C:6]2[CH:15]1[CH2:20][CH2:19][N:18]([C:21](Cl)=[O:22])[CH2:17][CH2:16]1.[N:24]1([C:31]2[CH:36]=[CH:35][C:34]([NH2:37])=[CH:33][CH:32]=2)[CH2:30][CH2:29][CH2:28][CH2:27][CH2:26][CH2:25]1.CCN(C(C)C)C(C)C. The catalyst is O1CCOCC1. The product is [N:24]1([C:31]2[CH:32]=[CH:33][C:34]([NH:37][C:21]([N:18]3[CH2:19][CH2:20][CH:15]([C:6]4[C:5]5[C:10](=[CH:11][C:12]([O:13][CH3:14])=[C:3]([O:2][CH3:1])[CH:4]=5)[N:9]=[CH:8][N:7]=4)[CH2:16][CH2:17]3)=[O:22])=[CH:35][CH:36]=2)[CH2:30][CH2:29][CH2:28][CH2:27][CH2:26][CH2:25]1. The yield is 0.0600. (5) The reactants are [O:1]([CH2:8][CH2:9][OH:10])[C:2]1[CH:7]=[CH:6][CH:5]=[CH:4][CH:3]=1.C(N(CC)CC)C.[C:18](Cl)(=[O:23])[C:19]([CH3:22])([CH3:21])[CH3:20]. The catalyst is ClCCl. The product is [C:18]([O:10][CH2:9][CH2:8][O:1][C:2]1[CH:7]=[CH:6][CH:5]=[CH:4][CH:3]=1)(=[O:23])[C:19]([CH3:22])([CH3:21])[CH3:20]. The yield is 0.950. (6) The reactants are [Cl-].[Ce+3].[Cl-].[Cl-].[Si:5]([O:12][CH2:13][C@@H:14]1[CH:19]=[C:18]([CH3:20])[C:17](=[O:21])[CH2:16][N:15]1[C:22]([O:24][C:25]([CH3:28])([CH3:27])[CH3:26])=[O:23])([C:8]([CH3:11])([CH3:10])[CH3:9])([CH3:7])[CH3:6].[BH4-].[Na+]. The catalyst is CO.[Cl-].[NH4+].O. The product is [Si:5]([O:12][CH2:13][C@@H:14]1[CH:19]=[C:18]([CH3:20])[C@H:17]([OH:21])[CH2:16][N:15]1[C:22]([O:24][C:25]([CH3:28])([CH3:27])[CH3:26])=[O:23])([C:8]([CH3:11])([CH3:9])[CH3:10])([CH3:7])[CH3:6]. The yield is 0.910.